This data is from Catalyst prediction with 721,799 reactions and 888 catalyst types from USPTO. The task is: Predict which catalyst facilitates the given reaction. Reactant: C[O:2][C:3]1[CH:8]=[CH:7][CH:6]=[C:5]([O:9]C)[C:4]=1[S:11][CH3:12].B(Br)(Br)Br.O. Product: [CH3:12][S:11][C:4]1[C:5]([OH:9])=[CH:6][CH:7]=[CH:8][C:3]=1[OH:2]. The catalyst class is: 2.